From a dataset of Forward reaction prediction with 1.9M reactions from USPTO patents (1976-2016). Predict the product of the given reaction. (1) Given the reactants [NH2:1][C:2]1[N:6]([C:7]2[CH:8]=[C:9]3[C:13](=[CH:14][CH:15]=2)[N:12]([C:16]([O:18][C:19]([CH3:22])([CH3:21])[CH3:20])=[O:17])[N:11]=[CH:10]3)[N:5]=[C:4]([CH:23]([CH3:25])[CH3:24])[CH:3]=1.[OH-].[Na+].Cl[C:29]([O:31][C:32]([CH3:34])=[CH2:33])=[O:30], predict the reaction product. The product is: [CH:23]([C:4]1[CH:3]=[C:2]([NH:1][C:29]([O:31][C:32]([CH3:34])=[CH2:33])=[O:30])[N:6]([C:7]2[CH:8]=[C:9]3[C:13](=[CH:14][CH:15]=2)[N:12]([C:16]([O:18][C:19]([CH3:20])([CH3:22])[CH3:21])=[O:17])[N:11]=[CH:10]3)[N:5]=1)([CH3:25])[CH3:24]. (2) Given the reactants [Na].SC1C=CC=C[N+]=1[O-].[CH3:10][O:11][C:12]1[CH:13]=[C:14]([CH:18]=[C:19]([O:21][CH3:22])[CH:20]=1)C(Cl)=O.CC(N=NC(C#N)(C)C)(C#N)C.C(Cl)(Cl)(Cl)[Br:36], predict the reaction product. The product is: [Br:36][C:14]1[CH:13]=[C:12]([O:11][CH3:10])[CH:20]=[C:19]([O:21][CH3:22])[CH:18]=1. (3) The product is: [I:9][C:10]1[C:25]([CH3:26])=[CH:24][CH:23]=[CH:22][C:11]=1[C:12]1[N:16]2[CH:17]=[CH:18][CH:19]=[CH:20][C:15]2=[CH:14][N:13]=1. Given the reactants II.N1C=CC=CC=1.[I:9][C:10]1[C:25]([CH3:26])=[CH:24][CH:23]=[CH:22][C:11]=1[C:12](=S)[NH:13][CH2:14][C:15]1[CH:20]=[CH:19][CH:18]=[CH:17][N:16]=1, predict the reaction product. (4) Given the reactants [NH2:1][C:2]([NH:4][C:5]1[S:6][C:7](Br)=[CH:8][C:9]=1[C:10]([NH:12][C@H:13]1[CH2:18][CH2:17][CH2:16][N:15](C(OC(C)(C)C)=O)[CH2:14]1)=[O:11])=[O:3].CN(C=O)C.[NH:32]1[CH2:37][CH2:36][CH2:35][CH2:34][CH2:33]1, predict the reaction product. The product is: [NH:15]1[CH2:16][CH2:17][CH2:18][C@H:13]([NH:12][C:10]([C:9]2[CH:8]=[C:7]([N:32]3[CH2:37][CH2:36][CH2:35][CH2:34][CH2:33]3)[S:6][C:5]=2[NH:4][C:2]([NH2:1])=[O:3])=[O:11])[CH2:14]1.